From a dataset of NCI-60 drug combinations with 297,098 pairs across 59 cell lines. Regression. Given two drug SMILES strings and cell line genomic features, predict the synergy score measuring deviation from expected non-interaction effect. (1) Drug 1: CNC(=O)C1=CC=CC=C1SC2=CC3=C(C=C2)C(=NN3)C=CC4=CC=CC=N4. Drug 2: CC12CCC3C(C1CCC2=O)CC(=C)C4=CC(=O)C=CC34C. Cell line: RXF 393. Synergy scores: CSS=18.3, Synergy_ZIP=-0.371, Synergy_Bliss=-1.19, Synergy_Loewe=-0.121, Synergy_HSA=-0.756. (2) Synergy scores: CSS=7.00, Synergy_ZIP=-3.28, Synergy_Bliss=-1.29, Synergy_Loewe=-1.50, Synergy_HSA=-1.69. Cell line: SK-MEL-5. Drug 2: CCN(CC)CCCC(C)NC1=C2C=C(C=CC2=NC3=C1C=CC(=C3)Cl)OC. Drug 1: CS(=O)(=O)OCCCCOS(=O)(=O)C. (3) Drug 1: CC1=C(C=C(C=C1)NC(=O)C2=CC=C(C=C2)CN3CCN(CC3)C)NC4=NC=CC(=N4)C5=CN=CC=C5. Drug 2: CC1C(C(CC(O1)OC2CC(CC3=C2C(=C4C(=C3O)C(=O)C5=CC=CC=C5C4=O)O)(C(=O)C)O)N)O. Cell line: SK-MEL-5. Synergy scores: CSS=54.4, Synergy_ZIP=-4.15, Synergy_Bliss=-3.97, Synergy_Loewe=-2.45, Synergy_HSA=-1.98. (4) Cell line: NCI-H322M. Synergy scores: CSS=39.3, Synergy_ZIP=9.01, Synergy_Bliss=7.57, Synergy_Loewe=-4.58, Synergy_HSA=9.76. Drug 1: CC(C)NC(=O)C1=CC=C(C=C1)CNNC.Cl. Drug 2: COCCOC1=C(C=C2C(=C1)C(=NC=N2)NC3=CC=CC(=C3)C#C)OCCOC.Cl. (5) Drug 1: C1=NC2=C(N1)C(=S)N=C(N2)N. Drug 2: CC1=C2C(C(=O)C3(C(CC4C(C3C(C(C2(C)C)(CC1OC(=O)C(C(C5=CC=CC=C5)NC(=O)C6=CC=CC=C6)O)O)OC(=O)C7=CC=CC=C7)(CO4)OC(=O)C)O)C)OC(=O)C. Cell line: HS 578T. Synergy scores: CSS=28.1, Synergy_ZIP=-8.81, Synergy_Bliss=-14.8, Synergy_Loewe=-19.0, Synergy_HSA=-12.1. (6) Drug 1: CC1C(C(CC(O1)OC2CC(CC3=C2C(=C4C(=C3O)C(=O)C5=C(C4=O)C(=CC=C5)OC)O)(C(=O)CO)O)N)O.Cl. Drug 2: C(CN)CNCCSP(=O)(O)O. Cell line: MALME-3M. Synergy scores: CSS=0.735, Synergy_ZIP=2.09, Synergy_Bliss=-7.65, Synergy_Loewe=-2.09, Synergy_HSA=-5.49. (7) Drug 1: C1=CC(=CC=C1CCC2=CNC3=C2C(=O)NC(=N3)N)C(=O)NC(CCC(=O)O)C(=O)O. Drug 2: CC1=C(C=C(C=C1)C(=O)NC2=CC(=CC(=C2)C(F)(F)F)N3C=C(N=C3)C)NC4=NC=CC(=N4)C5=CN=CC=C5. Cell line: OVCAR-8. Synergy scores: CSS=35.1, Synergy_ZIP=-1.12, Synergy_Bliss=-4.03, Synergy_Loewe=-18.1, Synergy_HSA=-6.36. (8) Drug 1: CC1CCC2CC(C(=CC=CC=CC(CC(C(=O)C(C(C(=CC(C(=O)CC(OC(=O)C3CCCCN3C(=O)C(=O)C1(O2)O)C(C)CC4CCC(C(C4)OC)OCCO)C)C)O)OC)C)C)C)OC. Drug 2: CC(C)NC(=O)C1=CC=C(C=C1)CNNC.Cl. Cell line: MCF7. Synergy scores: CSS=-1.59, Synergy_ZIP=-1.72, Synergy_Bliss=-2.99, Synergy_Loewe=-2.71, Synergy_HSA=-2.66. (9) Drug 1: C(CC(=O)O)C(=O)CN.Cl. Drug 2: CC12CCC3C(C1CCC2OP(=O)(O)O)CCC4=C3C=CC(=C4)OC(=O)N(CCCl)CCCl.[Na+]. Cell line: HOP-92. Synergy scores: CSS=2.15, Synergy_ZIP=-4.06, Synergy_Bliss=-5.80, Synergy_Loewe=-6.92, Synergy_HSA=-5.51.